From a dataset of Full USPTO retrosynthesis dataset with 1.9M reactions from patents (1976-2016). Predict the reactants needed to synthesize the given product. (1) The reactants are: C(OC(=O)[NH:10][CH2:11][C:12]1[NH:13][C:14](=[O:22])[C:15]2[CH:21]=[CH:20][CH:19]=[N:18][C:16]=2[N:17]=1)C1C=CC=CC=1.CC(OC)(C)C. Given the product [NH2:10][CH2:11][C:12]1[NH:13][C:14](=[O:22])[C:15]2[CH:21]=[CH:20][CH:19]=[N:18][C:16]=2[N:17]=1, predict the reactants needed to synthesize it. (2) Given the product [CH2:1]([C:5]1[C:14]2[C:9](=[CH:10][CH:11]=[C:12]([C:15]([NH:51][C@@H:52]([CH2:66][C:67]3[CH:68]=[C:69]([F:74])[CH:70]=[C:71]([F:73])[CH:72]=3)[C@H:53]([OH:65])[CH2:54][NH:55][CH2:56][C:57]3[CH:62]=[CH:61][CH:60]=[C:59]([CH2:63][CH3:64])[CH:58]=3)=[O:17])[CH:13]=2)[CH:8]=[CH:7][N:6]=1)[CH2:2][CH2:3][CH3:4], predict the reactants needed to synthesize it. The reactants are: [CH2:1]([C:5]1[C:14]2[C:9](=[CH:10][CH:11]=[C:12]([C:15]([OH:17])=O)[CH:13]=2)[CH:8]=[CH:7][N:6]=1)[CH2:2][CH2:3][CH3:4].C(N(CC)C(C)C)(C)C.CN(C(ON1N=NC2C=CC=CC1=2)=[N+](C)C)C.F[P-](F)(F)(F)(F)F.[NH2:51][C@@H:52]([CH2:66][C:67]1[CH:72]=[C:71]([F:73])[CH:70]=[C:69]([F:74])[CH:68]=1)[C@H:53]([OH:65])[CH2:54][NH:55][CH2:56][C:57]1[CH:62]=[CH:61][CH:60]=[C:59]([CH2:63][CH3:64])[CH:58]=1.